Dataset: NCI-60 drug combinations with 297,098 pairs across 59 cell lines. Task: Regression. Given two drug SMILES strings and cell line genomic features, predict the synergy score measuring deviation from expected non-interaction effect. (1) Drug 1: CN1C2=C(C=C(C=C2)N(CCCl)CCCl)N=C1CCCC(=O)O.Cl. Drug 2: C#CCC(CC1=CN=C2C(=N1)C(=NC(=N2)N)N)C3=CC=C(C=C3)C(=O)NC(CCC(=O)O)C(=O)O. Cell line: ACHN. Synergy scores: CSS=-0.969, Synergy_ZIP=-0.769, Synergy_Bliss=-1.61, Synergy_Loewe=-0.785, Synergy_HSA=-1.63. (2) Drug 1: CC12CCC3C(C1CCC2=O)CC(=C)C4=CC(=O)C=CC34C. Drug 2: COC1=C2C(=CC3=C1OC=C3)C=CC(=O)O2. Cell line: DU-145. Synergy scores: CSS=45.1, Synergy_ZIP=0.109, Synergy_Bliss=-1.24, Synergy_Loewe=-0.686, Synergy_HSA=-1.28. (3) Drug 1: CN(CCCl)CCCl.Cl. Drug 2: COCCOC1=C(C=C2C(=C1)C(=NC=N2)NC3=CC=CC(=C3)C#C)OCCOC.Cl. Cell line: NCI-H322M. Synergy scores: CSS=20.5, Synergy_ZIP=5.62, Synergy_Bliss=1.05, Synergy_Loewe=-20.8, Synergy_HSA=-5.54.